This data is from Reaction yield outcomes from USPTO patents with 853,638 reactions. The task is: Predict the reaction yield, written as a fraction of the theoretical maximum amount of product (1.0 means a 100% yield; for example, 0.34 means a 34% yield). (1) The reactants are [CH3:1][N:2]1[CH2:7][C@@H:6]2[CH2:8][C@H:3]1[CH2:4][N:5]2[C:9]1[CH:14]=[CH:13][C:12]([N+:15]([O-])=O)=[CH:11][C:10]=1[CH3:18]. The catalyst is CCO.[Pd]. The product is [CH3:18][C:10]1[CH:11]=[C:12]([CH:13]=[CH:14][C:9]=1[N:5]1[CH2:4][C@@H:3]2[CH2:8][C@H:6]1[CH2:7][N:2]2[CH3:1])[NH2:15]. The yield is 0.860. (2) The reactants are [Cl:1][C:2]1[CH:3]=[C:4]2[C:8](=[CH:9][CH:10]=1)[NH:7][C:6]([C:11]([O:13][CH3:14])=[O:12])=[CH:5]2.[H-].[Na+].[C:17]1([S:23](Cl)(=[O:25])=[O:24])[CH:22]=[CH:21][CH:20]=[CH:19][CH:18]=1. The catalyst is CN(C)C=O. The product is [Cl:1][C:2]1[CH:3]=[C:4]2[C:8](=[CH:9][CH:10]=1)[N:7]([S:23]([C:17]1[CH:22]=[CH:21][CH:20]=[CH:19][CH:18]=1)(=[O:25])=[O:24])[C:6]([C:11]([O:13][CH3:14])=[O:12])=[CH:5]2. The yield is 0.920. (3) The reactants are [C:1]([O:7][CH2:8][CH2:9][O:10][CH3:11])(=[O:6])[CH2:2][C:3]([CH3:5])=O.[Br:12][C:13]1[CH:20]=[CH:19][C:16]([CH:17]=O)=[CH:15][CH:14]=1.[NH4+:21].[OH-:22]. The catalyst is CCO.C(Cl)Cl. The product is [CH3:11][O:10][CH2:9][CH2:8][O:7][C:1]([C:2]1[CH:17]([C:16]2[CH:19]=[CH:20][C:13]([Br:12])=[CH:14][CH:15]=2)[C:2]([C:1]([O:7][CH2:8][CH2:9][O:10][CH3:11])=[O:22])=[C:3]([CH3:5])[NH:21][C:3]=1[CH3:5])=[O:6]. The yield is 0.640.